From a dataset of Reaction yield outcomes from USPTO patents with 853,638 reactions. Predict the reaction yield, written as a fraction of the theoretical maximum amount of product (1.0 means a 100% yield; for example, 0.34 means a 34% yield). (1) The reactants are Br[Mg][CH:3]1[CH2:5][CH2:4]1.Br[C:7]1[CH:16]=[CH:15][C:10]([C:11]([O:13][CH3:14])=[O:12])=[C:9]([CH2:17][CH3:18])[CH:8]=1. The catalyst is O1CCCC1.[Zn+2].[Br-].[Br-].C1C=CC(P(C2C=CC=CC=2)[C-]2C=CC=C2)=CC=1.C1C=CC(P(C2C=CC=CC=2)[C-]2C=CC=C2)=CC=1.Cl[Pd]Cl.[Fe+2]. The product is [CH:3]1([C:7]2[CH:16]=[CH:15][C:10]([C:11]([O:13][CH3:14])=[O:12])=[C:9]([CH2:17][CH3:18])[CH:8]=2)[CH2:5][CH2:4]1. The yield is 0.890. (2) The reactants are [Br:1][C:2]1[C:3](Cl)=[N:4][C:5]([Cl:8])=[N:6][CH:7]=1.[C:10]([O:14][C:15]([N:17]1[CH2:20][C:19]2([CH2:23][CH:22]([NH2:24])[CH2:21]2)[CH2:18]1)=[O:16])([CH3:13])([CH3:12])[CH3:11].C(N(C(C)C)C(C)C)C. The catalyst is CN1C(=O)CCC1. The product is [C:10]([O:14][C:15]([N:17]1[CH2:18][C:19]2([CH2:21][CH:22]([NH:24][C:3]3[C:2]([Br:1])=[CH:7][N:6]=[C:5]([Cl:8])[N:4]=3)[CH2:23]2)[CH2:20]1)=[O:16])([CH3:13])([CH3:11])[CH3:12]. The yield is 1.00. (3) The reactants are [NH2:1][C:2]1[N:7]=[C:6]([NH2:8])[C:5]([O:9][C:10]2[C:11]([CH:21]([CH3:23])[CH3:22])=[CH:12][C:13]([O:19][CH3:20])=[C:14]([CH:16]([OH:18])[CH3:17])[CH:15]=2)=[CH:4][N:3]=1.[CH3:24]CN(S(F)(F)F)CC.C([O-])(O)=O.[Na+]. The catalyst is C(Cl)Cl. The product is [CH:21]([C:11]1[CH:12]=[C:13]([O:19][CH3:20])[C:14]([CH:16]=[CH2:17])=[CH:15][C:10]=1[O:9][C:5]1[C:6]([NH2:8])=[N:7][C:2]([NH2:1])=[N:3][CH:4]=1)([CH3:23])[CH3:22].[CH:21]([C:11]1[CH:12]=[C:13]([O:19][CH3:20])[C:14]([CH:16]([O:18][CH3:24])[CH3:17])=[CH:15][C:10]=1[O:9][C:5]1[C:6]([NH2:8])=[N:7][C:2]([NH2:1])=[N:3][CH:4]=1)([CH3:23])[CH3:22]. The yield is 0.0300. (4) The catalyst is COCCOC.CCOC(C)=O.C1C=CC([P]([Pd]([P](C2C=CC=CC=2)(C2C=CC=CC=2)C2C=CC=CC=2)([P](C2C=CC=CC=2)(C2C=CC=CC=2)C2C=CC=CC=2)[P](C2C=CC=CC=2)(C2C=CC=CC=2)C2C=CC=CC=2)(C2C=CC=CC=2)C2C=CC=CC=2)=CC=1. The product is [F:22][CH2:21][C:17]1[N:16]=[C:15]([C:14]#[C:13][CH2:12][CH2:11][C:9]2[N:10]=[C:3]3[C:2]([C:23]4[CH:28]=[CH:27][CH:26]=[CH:25][CH:24]=4)=[CH:7][CH:6]=[CH:5][N:4]3[CH:8]=2)[CH:20]=[CH:19][CH:18]=1. The yield is 0.460. The reactants are Br[C:2]1[C:3]2[N:4]([CH:8]=[C:9]([CH2:11][CH2:12][C:13]#[C:14][C:15]3[CH:20]=[CH:19][CH:18]=[C:17]([CH2:21][F:22])[N:16]=3)[N:10]=2)[CH:5]=[CH:6][CH:7]=1.[C:23]1(B(O)O)[CH:28]=[CH:27][CH:26]=[CH:25][CH:24]=1.[O-]P([O-])([O-])=O.[K+].[K+].[K+]. (5) The reactants are [Br:1][C:2]1[CH:7]=[CH:6][C:5]([C:8](=[O:10])[CH3:9])=[C:4]([OH:11])[CH:3]=1.CO[CH:14](OC)[N:15]([CH3:17])[CH3:16]. The catalyst is C1C=CC=CC=1. The product is [Br:1][C:2]1[CH:7]=[CH:6][C:5]([C:8](=[O:10])/[CH:9]=[CH:14]/[N:15]([CH3:17])[CH3:16])=[C:4]([OH:11])[CH:3]=1. The yield is 0.710.